From a dataset of Full USPTO retrosynthesis dataset with 1.9M reactions from patents (1976-2016). Predict the reactants needed to synthesize the given product. (1) Given the product [CH3:15][C:12]1[N:11]([CH3:16])[C:10]2[CH:9]=[CH:8][C:7]3[C@@H:2]([O:1][CH2:38][CH2:39][O:40][CH3:41])[C@H:3]([O:23][C:24](=[O:29])[C:25]([CH3:26])([CH3:28])[CH3:27])[C@@H:4]([C:17]4[CH:22]=[CH:21][CH:20]=[CH:19][CH:18]=4)[O:5][C:6]=3[C:14]=2[N:13]=1, predict the reactants needed to synthesize it. The reactants are: [OH:1][C@@H:2]1[C:7]2[CH:8]=[CH:9][C:10]3[N:11]([CH3:16])[C:12]([CH3:15])=[N:13][C:14]=3[C:6]=2[O:5][C@H:4]([C:17]2[CH:22]=[CH:21][CH:20]=[CH:19][CH:18]=2)[C@H:3]1[O:23][C:24](=[O:29])[C:25]([CH3:28])([CH3:27])[CH3:26].O([CH2:38][CH2:39][O:40][CH3:41])S(C(F)(F)F)(=O)=O. (2) Given the product [CH:1]1([O:4][C:5]2[CH:12]=[CH:11][C:8]([CH:9]3[N:13]([C:14]4[N:15]=[N:16][C:17]([CH3:20])=[CH:18][CH:19]=4)[C:24](=[O:23])[C:25]([OH:38])=[C:26]3[C:27](=[O:28])[C:29]3[CH:30]=[CH:31][C:32]([CH:35]([CH3:36])[CH3:37])=[CH:33][CH:34]=3)=[CH:7][CH:6]=2)[CH2:3][CH2:2]1, predict the reactants needed to synthesize it. The reactants are: [CH:1]1([O:4][C:5]2[CH:12]=[CH:11][C:8]([CH:9]=O)=[CH:7][CH:6]=2)[CH2:3][CH2:2]1.[NH2:13][C:14]1[N:15]=[N:16][C:17]([CH3:20])=[CH:18][CH:19]=1.C([O:23][C:24](=O)[C:25]([OH:38])=[CH:26][C:27]([C:29]1[CH:34]=[CH:33][C:32]([CH:35]([CH3:37])[CH3:36])=[CH:31][CH:30]=1)=[O:28])C. (3) Given the product [Cl:11][C:9]1[CH:10]=[C:2]2[C:3]([C:4]([N:21]3[CH2:25][CH2:24][CH2:23][CH2:22]3)=[N:6][C:18]([CH:12]3[CH2:17][CH2:16][CH2:15][CH2:14][CH2:13]3)=[N:1]2)=[CH:7][CH:8]=1, predict the reactants needed to synthesize it. The reactants are: [NH2:1][C:2]1[CH:10]=[C:9]([Cl:11])[CH:8]=[CH:7][C:3]=1[C:4]([NH2:6])=O.[CH:12]1([C:18](Cl)=O)[CH2:17][CH2:16][CH2:15][CH2:14][CH2:13]1.[NH:21]1[CH2:25][CH2:24][CH2:23][CH2:22]1. (4) Given the product [CH2:13]([N:8]1[CH2:7][C:6]2[C:10](=[CH:11][C:3]([O:2][CH3:1])=[CH:4][CH:5]=2)[NH:9]1)[C:14]1[CH:19]=[CH:18][CH:17]=[CH:16][CH:15]=1, predict the reactants needed to synthesize it. The reactants are: [CH3:1][O:2][C:3]1[CH:11]=[C:10]2[C:6]([CH:7]=[N:8][NH:9]2)=[CH:5][CH:4]=1.Br[CH2:13][C:14]1[CH:19]=[CH:18][CH:17]=[CH:16][CH:15]=1. (5) Given the product [F:17][CH2:16][C:3]1([CH2:2][F:1])[O:7][B:6]([OH:8])[C:5]2[CH:9]=[CH:10][C:11]([C:13]3[CH2:34][C:33]([C:31]4[CH:30]=[C:29]([Cl:39])[C:28]([Cl:40])=[C:27]([Cl:26])[CH:32]=4)([C:35]([F:38])([F:37])[F:36])[O:15][N:14]=3)=[CH:12][C:4]1=2, predict the reactants needed to synthesize it. The reactants are: [F:1][CH2:2][C:3]1([CH2:16][F:17])[O:7][B:6]([OH:8])[C:5]2[CH:9]=[CH:10][C:11](/[CH:13]=[N:14]/[OH:15])=[CH:12][C:4]1=2.C1C(=O)N(Cl)C(=O)C1.[Cl:26][C:27]1[CH:32]=[C:31]([C:33]([C:35]([F:38])([F:37])[F:36])=[CH2:34])[CH:30]=[C:29]([Cl:39])[C:28]=1[Cl:40].Cl.